From a dataset of Full USPTO retrosynthesis dataset with 1.9M reactions from patents (1976-2016). Predict the reactants needed to synthesize the given product. (1) Given the product [CH:2]1([N:8]2[C:21](=[O:26])[CH:22]=[C:23]([CH3:25])[NH:9]2)[CH2:7][CH2:6][CH2:5][CH2:4][CH2:3]1, predict the reactants needed to synthesize it. The reactants are: Cl.[CH:2]1([NH:8][NH2:9])[CH2:7][CH2:6][CH2:5][CH2:4][CH2:3]1.C(Cl)Cl.C1(NN)CCCCC1.[C:21](OCC)(=[O:26])[CH2:22][C:23]([CH3:25])=O. (2) Given the product [NH2:40][C@@H:8]([CH2:1][C:2]1[CH:3]=[CH:4][CH:5]=[CH:6][CH:7]=1)[CH2:9][C@H:10]([OH:39])[C@@H:11]([NH:26][C:27]([C@@H:28]([NH:33][C:34](=[O:35])[O:36][CH3:37])[C:29]([CH3:30])([CH3:32])[CH3:31])=[O:38])[CH2:12][C:13]1[CH:18]=[CH:17][C:16]([C:19]2[CH:24]=[CH:23][C:22]([CH3:25])=[CH:21][N:20]=2)=[CH:15][CH:14]=1, predict the reactants needed to synthesize it. The reactants are: [CH2:1]([C@H:8]([NH:40]C(=O)OC(C)(C)C)[CH2:9][C@H:10]([OH:39])[C@@H:11]([NH:26][C:27](=[O:38])[C@@H:28]([NH:33][C:34]([O:36][CH3:37])=[O:35])[C:29]([CH3:32])([CH3:31])[CH3:30])[CH2:12][C:13]1[CH:18]=[CH:17][C:16]([C:19]2[CH:24]=[CH:23][C:22]([CH3:25])=[CH:21][N:20]=2)=[CH:15][CH:14]=1)[C:2]1[CH:7]=[CH:6][CH:5]=[CH:4][CH:3]=1.FC(F)(F)C(O)=O.